From a dataset of NCI-60 drug combinations with 297,098 pairs across 59 cell lines. Regression. Given two drug SMILES strings and cell line genomic features, predict the synergy score measuring deviation from expected non-interaction effect. (1) Drug 1: C1=CN(C(=O)N=C1N)C2C(C(C(O2)CO)O)O.Cl. Drug 2: CC1C(C(CC(O1)OC2CC(CC3=C2C(=C4C(=C3O)C(=O)C5=CC=CC=C5C4=O)O)(C(=O)C)O)N)O. Cell line: NCI-H322M. Synergy scores: CSS=45.5, Synergy_ZIP=-2.99, Synergy_Bliss=-1.06, Synergy_Loewe=-29.5, Synergy_HSA=-0.244. (2) Drug 1: CNC(=O)C1=CC=CC=C1SC2=CC3=C(C=C2)C(=NN3)C=CC4=CC=CC=N4. Drug 2: COCCOC1=C(C=C2C(=C1)C(=NC=N2)NC3=CC=CC(=C3)C#C)OCCOC.Cl. Cell line: SK-MEL-28. Synergy scores: CSS=2.42, Synergy_ZIP=1.33, Synergy_Bliss=3.43, Synergy_Loewe=-0.353, Synergy_HSA=0.000113. (3) Drug 1: CC1=C(C=C(C=C1)C(=O)NC2=CC(=CC(=C2)C(F)(F)F)N3C=C(N=C3)C)NC4=NC=CC(=N4)C5=CN=CC=C5. Drug 2: CC(C)CN1C=NC2=C1C3=CC=CC=C3N=C2N. Cell line: PC-3. Synergy scores: CSS=3.27, Synergy_ZIP=0.775, Synergy_Bliss=0.831, Synergy_Loewe=3.02, Synergy_HSA=1.65. (4) Drug 1: C1C(C(OC1N2C=NC3=C(N=C(N=C32)Cl)N)CO)O. Drug 2: C1CC(C1)(C(=O)O)C(=O)O.[NH2-].[NH2-].[Pt+2]. Cell line: HS 578T. Synergy scores: CSS=28.3, Synergy_ZIP=-4.18, Synergy_Bliss=-0.0955, Synergy_Loewe=4.61, Synergy_HSA=5.11. (5) Drug 1: C1=NC2=C(N1)C(=S)N=C(N2)N. Drug 2: C1CN(CCN1C(=O)CCBr)C(=O)CCBr. Cell line: MDA-MB-231. Synergy scores: CSS=21.1, Synergy_ZIP=-3.53, Synergy_Bliss=2.48, Synergy_Loewe=-2.37, Synergy_HSA=3.89. (6) Drug 1: CCC1(C2=C(COC1=O)C(=O)N3CC4=CC5=C(C=CC(=C5CN(C)C)O)N=C4C3=C2)O. Drug 2: CCC1=C2N=C(C=C(N2N=C1)NCC3=C[N+](=CC=C3)[O-])N4CCCCC4CCO. Cell line: T-47D. Synergy scores: CSS=48.8, Synergy_ZIP=0.235, Synergy_Bliss=-1.36, Synergy_Loewe=4.03, Synergy_HSA=6.54. (7) Drug 1: CC(C1=C(C=CC(=C1Cl)F)Cl)OC2=C(N=CC(=C2)C3=CN(N=C3)C4CCNCC4)N. Drug 2: C1=CC(=CC=C1CC(C(=O)O)N)N(CCCl)CCCl.Cl. Cell line: HL-60(TB). Synergy scores: CSS=41.7, Synergy_ZIP=-1.71, Synergy_Bliss=0.187, Synergy_Loewe=-8.46, Synergy_HSA=-3.39. (8) Drug 1: C1C(C(OC1N2C=C(C(=O)NC2=O)F)CO)O. Drug 2: C1CNP(=O)(OC1)N(CCCl)CCCl. Synergy scores: CSS=27.0, Synergy_ZIP=-7.74, Synergy_Bliss=-4.90, Synergy_Loewe=-31.9, Synergy_HSA=-4.34. Cell line: HCT116. (9) Drug 1: C1=NC2=C(N=C(N=C2N1C3C(C(C(O3)CO)O)O)F)N. Drug 2: CC12CCC3C(C1CCC2O)C(CC4=C3C=CC(=C4)O)CCCCCCCCCS(=O)CCCC(C(F)(F)F)(F)F. Cell line: OVCAR3. Synergy scores: CSS=13.8, Synergy_ZIP=2.68, Synergy_Bliss=12.0, Synergy_Loewe=5.23, Synergy_HSA=6.60.